Predict the product of the given reaction. From a dataset of Forward reaction prediction with 1.9M reactions from USPTO patents (1976-2016). (1) Given the reactants [OH:1][CH2:2][C@@H:3]1[C@:12]2([CH3:13])[C@H:7]([C:8]([CH3:15])([CH3:14])[CH2:9][CH2:10][CH2:11]2)[CH2:6][CH2:5][C@@:4]1([CH3:17])[OH:16].CC1C=NC2C(C=1C)=CC=C1C=2N=CC(C)=C1C.C1(C)C=CC=CC=1.I[C:44]1[CH:49]=[C:48]([O:50][CH3:51])[CH:47]=[C:46]([O:52][CH3:53])[CH:45]=1, predict the reaction product. The product is: [CH3:51][O:50][C:48]1[CH:49]=[C:44]([CH:45]=[C:46]([O:52][CH3:53])[CH:47]=1)[O:1][CH2:2][C@@H:3]1[C@:12]2([CH3:13])[C@H:7]([C:8]([CH3:15])([CH3:14])[CH2:9][CH2:10][CH2:11]2)[CH2:6][CH2:5][C@@:4]1([CH3:17])[OH:16]. (2) Given the reactants [C:1]([C:3]1[CH:8]=[CH:7][C:6]([CH2:9][C:10](=[O:16])[C:11](OCC)=[O:12])=[C:5]([N+:17]([O-])=O)[CH:4]=1)#[N:2].C(#N)C.[BH4-].[Na+], predict the reaction product. The product is: [OH:16][CH:10]1[CH2:9][C:6]2[C:5](=[CH:4][C:3]([C:1]#[N:2])=[CH:8][CH:7]=2)[NH:17][C:11]1=[O:12].